Dataset: Reaction yield outcomes from USPTO patents with 853,638 reactions. Task: Predict the reaction yield, written as a fraction of the theoretical maximum amount of product (1.0 means a 100% yield; for example, 0.34 means a 34% yield). The yield is 0.450. The product is [ClH:10].[N:31]1[CH:32]=[CH:33][C:28]([NH:27][C:20]2[C:21]3[O:25][CH:24]=[CH:23][C:22]=3[CH:26]=[C:18]([NH:17][S:7]([C:1]3[CH:6]=[CH:5][CH:4]=[CH:3][CH:2]=3)(=[O:9])=[O:8])[CH:19]=2)=[CH:29][CH:30]=1. The reactants are [C:1]1([S:7]([Cl:10])(=[O:9])=[O:8])[CH:6]=[CH:5][CH:4]=[CH:3][CH:2]=1.N1C=CC=CC=1.[NH2:17][C:18]1[CH:19]=[C:20]([NH:27][C:28]2[CH:33]=[CH:32][N:31]=[CH:30][CH:29]=2)[C:21]2[O:25][CH:24]=[CH:23][C:22]=2[CH:26]=1. The catalyst is C(Cl)Cl.